This data is from Full USPTO retrosynthesis dataset with 1.9M reactions from patents (1976-2016). The task is: Predict the reactants needed to synthesize the given product. (1) Given the product [CH3:1][O:2][CH2:3][C@@H:4]([NH:16][C:17]([N:19]1[CH2:24][C:23](=[O:25])[NH:22][C:21]2[CH:26]=[C:27]([CH3:30])[CH:28]=[N:29][C:20]1=2)=[O:18])[C:5]1[CH:6]=[CH:7][C:8]([O:11][C:12]([F:15])([F:13])[F:14])=[CH:9][CH:10]=1, predict the reactants needed to synthesize it. The reactants are: [CH3:1][O:2][CH2:3][CH:4]([NH:16][C:17]([N:19]1[CH2:24][C:23](=[O:25])[NH:22][C:21]2[CH:26]=[C:27]([CH3:30])[CH:28]=[N:29][C:20]1=2)=[O:18])[C:5]1[CH:10]=[CH:9][C:8]([O:11][C:12]([F:15])([F:14])[F:13])=[CH:7][CH:6]=1. (2) Given the product [CH3:44][C:35]1[CH:40]=[CH:39][C:38]([C:2]2[C:10]([S:11](=[O:23])(=[O:22])[NH:12][CH2:13][C:14]3[CH:19]=[CH:18][C:17]([F:20])=[C:16]([Cl:21])[CH:15]=3)=[CH:9][C:5]([C:6]([OH:8])=[O:7])=[C:4]([NH:24][CH2:25][CH:26]([C:29]3[CH:30]=[CH:31][CH:32]=[CH:33][CH:34]=3)[CH2:27][CH3:28])[CH:3]=2)=[CH:37][CH:36]=1, predict the reactants needed to synthesize it. The reactants are: Br[C:2]1[C:10]([S:11](=[O:23])(=[O:22])[NH:12][CH2:13][C:14]2[CH:19]=[CH:18][C:17]([F:20])=[C:16]([Cl:21])[CH:15]=2)=[CH:9][C:5]([C:6]([OH:8])=[O:7])=[C:4]([NH:24][CH2:25][CH:26]([C:29]2[CH:34]=[CH:33][CH:32]=[CH:31][CH:30]=2)[CH2:27][CH3:28])[CH:3]=1.[C:35]1([CH3:44])[CH:40]=[CH:39][C:38](B(O)O)=[CH:37][CH:36]=1.C1(P(C2C=CC=CC=2)C2C=CC=CC=2)C=CC=CC=1.C(=O)([O-])[O-].[Na+].[Na+].